From a dataset of Catalyst prediction with 721,799 reactions and 888 catalyst types from USPTO. Predict which catalyst facilitates the given reaction. Reactant: [CH2:1]([C:5]([CH2:10][C:11]1[CH:16]=[CH:15][C:14]([OH:17])=[CH:13][CH:12]=1)([C:8]#[N:9])[C:6]#[N:7])[CH2:2][CH:3]=[CH2:4].[Br:18][C:19](Br)([F:21])[F:20].[H-].[Na+].[Cl-].[NH4+]. The catalyst class is: 9. Product: [CH2:1]([C:5]([CH2:10][C:11]1[CH:16]=[CH:15][C:14]([O:17][C:19]([Br:18])([F:21])[F:20])=[CH:13][CH:12]=1)([C:8]#[N:9])[C:6]#[N:7])[CH2:2][CH:3]=[CH2:4].